From a dataset of Full USPTO retrosynthesis dataset with 1.9M reactions from patents (1976-2016). Predict the reactants needed to synthesize the given product. (1) Given the product [C:56]([NH:55][C:53](=[O:54])[C:52]1[CH:60]=[CH:61][CH:62]=[C:50]([O:49][C:48]2[CH:63]=[CH:64][C:45]([NH:44][C:7]3[C:5]4[N:4]([CH2:67][CH2:68][OH:69])[C:1]([Cl:42])=[CH:3][C:6]=4[N:27]=[CH:28][N:29]=3)=[CH:46][C:47]=2[Cl:65])[CH:51]=1)([CH3:59])([CH3:58])[CH3:57], predict the reactants needed to synthesize it. The reactants are: [CH:1]([NH:4][CH:5]([CH3:7])[CH3:6])([CH3:3])C.C([Li])CCC.[Si](OCCN1C2C(Cl)=[N:29][CH:28]=[N:27]C=2C=C1)(C(C)(C)C)(C)C.C1(C)C=CC(S([Cl:42])(=O)=O)=CC=1.[NH2:44][C:45]1[CH:64]=[CH:63][C:48]([O:49][C:50]2[CH:51]=[C:52]([CH:60]=[CH:61][CH:62]=2)[C:53]([NH:55][C:56]([CH3:59])([CH3:58])[CH3:57])=[O:54])=[C:47]([Cl:65])[CH:46]=1.Cl[C:67]1C=C(NC2C3N(CCO)C(Cl)=CC=3N=CN=2)C=C[C:68]=1[O:69]C1C=C(NC(C2CC2)=O)C=CC=1.Cl.C(OCC)(=O)C.C(=O)(O)[O-].[Na+]. (2) Given the product [C:1]1([C:9]2[N:14]([C@@H:15]3[O:22][C@H:19]([CH2:20][OH:21])[CH2:18][C@H:16]3[OH:17])[C:13](=[S:31])[NH:12][C:11](=[O:24])[CH:10]=2)[CH:2]=[CH:7][CH:6]=[CH:5][CH:4]=1, predict the reactants needed to synthesize it. The reactants are: [C:1]([C:9]1[N:14]([C@@H:15]2[O:22][C@H:19]([CH2:20][OH:21])[CH2:18][C@H:16]2[OH:17])[C:13](=O)[NH:12][C:11](=[O:24])[CH:10]=1)(=O)[C:2]1[CH:7]=[CH:6][CH:5]=[CH:4]C=1.C1([S:31]SC2C=CC=CC=2)C=CC=CC=1. (3) The reactants are: [C:1]([NH:5][C:6]([C:8]1[C:16]2[C:11](=[N:12][CH:13]=[C:14]([NH:17][C:18]3[CH:23]=[CH:22][C:21]([S:24]([CH3:27])(=[O:26])=[O:25])=[CH:20][CH:19]=3)[N:15]=2)[N:10](COCC[Si](C)(C)C)[CH:9]=1)=[O:7])([CH3:4])([CH3:3])[CH3:2].FC(F)(F)C(O)=O. Given the product [C:1]([NH:5][C:6]([C:8]1[C:16]2[C:11](=[N:12][CH:13]=[C:14]([NH:17][C:18]3[CH:19]=[CH:20][C:21]([S:24]([CH3:27])(=[O:26])=[O:25])=[CH:22][CH:23]=3)[N:15]=2)[NH:10][CH:9]=1)=[O:7])([CH3:4])([CH3:3])[CH3:2], predict the reactants needed to synthesize it. (4) Given the product [NH2:1][C:2]1[C:11]2[CH:10]=[CH:9][CH:8]=[C:7]([C:26]3[CH:31]=[CH:30][CH:29]=[CH:28][N:27]=3)[C:6]=2[N:5]=[C:4]2[CH2:13][N:14]([CH:17]3[CH2:20][CH2:19][CH2:18]3)[C:15](=[O:16])[C:3]=12, predict the reactants needed to synthesize it. The reactants are: [NH2:1][C:2]1[C:11]2[CH:10]=[CH:9][CH:8]=[C:7](Br)[C:6]=2[N:5]=[C:4]2[CH2:13][N:14]([CH:17]3[CH2:20][CH2:19][CH2:18]3)[C:15](=[O:16])[C:3]=12.C([Sn](CCCC)(CCCC)[C:26]1[CH:31]=[CH:30][CH:29]=[CH:28][N:27]=1)CCC. (5) Given the product [OH:29][C:2]1[CH:3]=[C:4]([S:11]([N:14]([CH2:20][C:21]2[CH:26]=[CH:25][C:24]([O:27][CH3:28])=[CH:23][CH:22]=2)[C:15]2[S:16][CH:17]=[CH:18][N:19]=2)(=[O:13])=[O:12])[CH:5]=[CH:6][C:7]=1[N+:8]([O-:10])=[O:9], predict the reactants needed to synthesize it. The reactants are: F[C:2]1[CH:3]=[C:4]([S:11]([N:14]([CH2:20][C:21]2[CH:26]=[CH:25][C:24]([O:27][CH3:28])=[CH:23][CH:22]=2)[C:15]2[S:16][CH:17]=[CH:18][N:19]=2)(=[O:13])=[O:12])[CH:5]=[CH:6][C:7]=1[N+:8]([O-:10])=[O:9].[O:29]([Si](C)(C)C)[Na]. (6) Given the product [CH2:21]([O:23][C:24](=[O:25])[C:26]1[CH:31]=[C:30]([C:32](=[O:33])[NH:20][C:10]2[CH:11]=[N:12][C:13]([O:14][CH2:15][C:16]([F:17])([F:18])[F:19])=[C:8]([C:5]3[CH:4]=[CH:3][C:2]([Cl:1])=[CH:7][CH:6]=3)[CH:9]=2)[CH:29]=[N:28][CH:27]=1)[CH3:22], predict the reactants needed to synthesize it. The reactants are: [Cl:1][C:2]1[CH:7]=[CH:6][C:5]([C:8]2[CH:9]=[C:10]([NH2:20])[CH:11]=[N:12][C:13]=2[O:14][CH2:15][C:16]([F:19])([F:18])[F:17])=[CH:4][CH:3]=1.[CH2:21]([O:23][C:24]([C:26]1[CH:27]=[N:28][CH:29]=[C:30]([C:32](O)=[O:33])[CH:31]=1)=[O:25])[CH3:22]. (7) Given the product [CH3:4][C:2]([O:5][C:6]([N:8]1[CH2:13][CH2:12][N:11]2[C:28](=[O:29])[O:27][C:14]([C:15]3[CH:16]=[CH:17][CH:18]=[CH:19][CH:20]=3)([C:21]3[CH:22]=[CH:23][CH:24]=[CH:25][CH:26]=3)[CH:10]2[CH2:9]1)=[O:7])([CH3:1])[CH3:3], predict the reactants needed to synthesize it. The reactants are: [CH3:1][C:2]([O:5][C:6]([N:8]1[CH2:13][CH2:12][NH:11][CH:10]([C:14]([OH:27])([C:21]2[CH:26]=[CH:25][CH:24]=[CH:23][CH:22]=2)[C:15]2[CH:20]=[CH:19][CH:18]=[CH:17][CH:16]=2)[CH2:9]1)=[O:7])([CH3:4])[CH3:3].[C:28](=O)([O-])[O-:29].[K+].[K+].C(Cl)(=O)OCC.